Dataset: Forward reaction prediction with 1.9M reactions from USPTO patents (1976-2016). Task: Predict the product of the given reaction. (1) Given the reactants [Cl:1][C:2]1[CH:3]=[CH:4][CH:5]=[C:6]2[C:10]=1[NH:9][CH:8]=[CH:7]2.I[C:12]1[CH:17]=[CH:16][CH:15]=[CH:14][CH:13]=1, predict the reaction product. The product is: [Cl:1][C:2]1[CH:3]=[CH:4][CH:5]=[C:6]2[C:10]=1[N:9]([C:12]1[CH:17]=[CH:16][CH:15]=[CH:14][CH:13]=1)[CH:8]=[CH:7]2. (2) Given the reactants [C:1]([O:4][CH2:5][CH2:6][CH2:7][CH2:8][CH2:9][CH2:10][CH2:11]/[CH:12]=[CH:13]\[CH2:14]CC)(=O)[CH3:2], predict the reaction product. The product is: [CH2:5]([O:4][CH2:1][CH2:2][CH2:5][CH2:6][CH2:7][CH2:8][CH2:9][CH2:10][CH2:11][CH3:12])[CH2:6][CH2:7][CH2:8][CH2:9][CH2:10][CH2:11][CH2:12][CH2:13][CH3:14]. (3) Given the reactants [Cl:1][C:2]1[C:3]([CH3:8])=[N:4][O:5][C:6]=1[NH2:7].[H-].[Na+].[CH2:11]1[O:33][C:32]2[CH:31]=[CH:30][C:15]([CH2:16][C:17]3[S:21][C:20]4[CH:22]=[CH:23][CH:24]=[CH:25][C:19]=4[C:18]=3[S:26](Cl)(=[O:28])=[O:27])=[CH:14][C:13]=2[O:12]1, predict the reaction product. The product is: [Cl:1][C:2]1[C:3]([CH3:8])=[N:4][O:5][C:6]=1[NH:7][S:26]([C:18]1[C:19]2[CH:25]=[CH:24][CH:23]=[CH:22][C:20]=2[S:21][C:17]=1[CH2:16][C:15]1[CH:30]=[CH:31][C:32]2[O:33][CH2:11][O:12][C:13]=2[CH:14]=1)(=[O:28])=[O:27]. (4) The product is: [Br:1][C:2]1[C:7]([O:8][CH3:9])=[CH:6][CH:5]=[C:4]([CH2:10][O:11][Si:17]([C:30]([CH3:33])([CH3:32])[CH3:31])([C:24]2[CH:25]=[CH:26][CH:27]=[CH:28][CH:29]=2)[C:18]2[CH:23]=[CH:22][CH:21]=[CH:20][CH:19]=2)[N:3]=1. Given the reactants [Br:1][C:2]1[C:7]([O:8][CH3:9])=[CH:6][CH:5]=[C:4]([CH2:10][OH:11])[N:3]=1.N1C=CN=C1.[Si:17](Cl)([C:30]([CH3:33])([CH3:32])[CH3:31])([C:24]1[CH:29]=[CH:28][CH:27]=[CH:26][CH:25]=1)[C:18]1[CH:23]=[CH:22][CH:21]=[CH:20][CH:19]=1.COC(C)(C)C, predict the reaction product. (5) Given the reactants [C:1]([O:5][C:6]([N:8]1[CH2:12][CH2:11][C:10]([CH2:27][C:28]2[CH:33]=[CH:32][CH:31]=[CH:30][CH:29]=2)([C:13]([C:15]2[CH:16]=[C:17]3[C:21](=[CH:22][CH:23]=2)[NH:20][C:19](=[O:24])[C:18]3(Br)Br)=[O:14])[CH2:9]1)=[O:7])([CH3:4])([CH3:3])[CH3:2], predict the reaction product. The product is: [C:1]([O:5][C:6]([N:8]1[CH2:12][CH2:11][C:10]([CH2:27][C:28]2[CH:29]=[CH:30][CH:31]=[CH:32][CH:33]=2)([C:13]([C:15]2[CH:16]=[C:17]3[C:21](=[CH:22][CH:23]=2)[NH:20][C:19](=[O:24])[CH2:18]3)=[O:14])[CH2:9]1)=[O:7])([CH3:4])([CH3:2])[CH3:3]. (6) Given the reactants [CH3:1][N:2]([CH3:31])[C:3]1([C:25]2[CH:30]=[CH:29][CH:28]=[CH:27][CH:26]=2)[CH2:8][CH2:7][CH:6]([NH:9][C:10]([NH:12][CH2:13][CH2:14][C:15]2[C:23]3[C:18](=[CH:19][CH:20]=[C:21]([F:24])[CH:22]=3)[NH:17][CH:16]=2)=[O:11])[CH2:5][CH2:4]1.C[Si](C)(C)[Cl:34], predict the reaction product. The product is: [ClH:34].[CH3:31][N:2]([CH3:1])[C:3]1([C:25]2[CH:30]=[CH:29][CH:28]=[CH:27][CH:26]=2)[CH2:4][CH2:5][CH:6]([NH:9][C:10]([NH:12][CH2:13][CH2:14][C:15]2[C:23]3[C:18](=[CH:19][CH:20]=[C:21]([F:24])[CH:22]=3)[NH:17][CH:16]=2)=[O:11])[CH2:7][CH2:8]1.[CH3:31][N:2]([CH3:1])[C:3]1([C:25]2[CH:30]=[CH:29][CH:28]=[CH:27][CH:26]=2)[CH2:4][CH2:5][CH:6]([NH:9][C:10]([NH:12][CH2:13][CH2:14][C:15]2[C:23]3[C:18](=[CH:19][CH:20]=[C:21]([F:24])[CH:22]=3)[NH:17][CH:16]=2)=[O:11])[CH2:7][CH2:8]1. (7) Given the reactants [Br:1][C:2]1[C:7]([CH3:8])=[CH:6][C:5](I)=[CH:4][C:3]=1[CH3:10].[NH2:11][C:12]1([C:15]([OH:17])=[O:16])[CH2:14][CH2:13]1.C1(C2CCCCCCCCCC=2)CCCCCCCCNN=1, predict the reaction product. The product is: [Br:1][C:2]1[C:7]([CH3:8])=[CH:6][C:5]([NH:11][C:12]2([C:15]([OH:17])=[O:16])[CH2:14][CH2:13]2)=[CH:4][C:3]=1[CH3:10]. (8) Given the reactants C1(CCOC2C=CC(C(NC(CC3C=CC(CCC)=CC=3)C(NCCO)=O)=O)=CC=2)CC1.[CH:33]1([CH2:36][CH2:37][O:38][C:39]2[CH:65]=[CH:64][C:42]([C:43]([NH:45]/[C:46](/[C:58]([NH:60][CH2:61][CH2:62][OH:63])=[O:59])=[CH:47]\[C:48]3[CH:53]=[CH:52][C:51]([C:54]([F:57])([F:56])[F:55])=[CH:50][CH:49]=3)=[O:44])=[CH:41][CH:40]=2)[CH2:35][CH2:34]1, predict the reaction product. The product is: [CH:33]1([CH2:36][CH2:37][O:38][C:39]2[CH:65]=[CH:64][C:42]([C:43]([NH:45][CH:46]([CH2:47][C:48]3[CH:49]=[CH:50][C:51]([C:54]([F:57])([F:55])[F:56])=[CH:52][CH:53]=3)[C:58]([NH:60][CH2:61][CH2:62][OH:63])=[O:59])=[O:44])=[CH:41][CH:40]=2)[CH2:34][CH2:35]1.